This data is from Reaction yield outcomes from USPTO patents with 853,638 reactions. The task is: Predict the reaction yield, written as a fraction of the theoretical maximum amount of product (1.0 means a 100% yield; for example, 0.34 means a 34% yield). (1) The reactants are C[O:2][CH:3](OC)[C:4]1[CH:9]=[CH:8][C:7]([CH:10]2[NH:22][C:20]3[C:21]4[C:12](=[N:13][NH:14][C:15](=[O:23])[C:16]=4[CH:17]=[CH:18][CH:19]=3)[CH:11]2[C:24]2[CH:29]=[CH:28][CH:27]=[CH:26][CH:25]=2)=[CH:6][CH:5]=1. The catalyst is Cl. The product is [O:23]=[C:15]1[C:16]2[CH:17]=[CH:18][CH:19]=[C:20]3[NH:22][CH:10]([C:7]4[CH:6]=[CH:5][C:4]([CH:3]=[O:2])=[CH:9][CH:8]=4)[CH:11]([C:24]4[CH:29]=[CH:28][CH:27]=[CH:26][CH:25]=4)[C:12]([C:21]=23)=[N:13][NH:14]1. The yield is 0.730. (2) The reactants are Br[C:2]1[CH:3]=[C:4]([C:8]2[CH:9]=[N:10][C:11]3[N:12]([C:14]([C:17]4([C:20]5[CH:21]=[C:22]6[C:27](=[CH:28][CH:29]=5)[N:26]=[CH:25][CH:24]=[CH:23]6)[CH2:19][CH2:18]4)=[N:15][N:16]=3)[N:13]=2)[CH:5]=[CH:6][CH:7]=1.[CH3:30][O:31][C:32]1[CH:37]=[CH:36][C:35](B2OC(C)(C)C(C)(C)O2)=[CH:34][N:33]=1.P([O-])([O-])([O-])=O.[K+].[K+].[K+].O. The catalyst is O1CCOCC1.C1C=CC([P]([Pd]([P](C2C=CC=CC=2)(C2C=CC=CC=2)C2C=CC=CC=2)([P](C2C=CC=CC=2)(C2C=CC=CC=2)C2C=CC=CC=2)[P](C2C=CC=CC=2)(C2C=CC=CC=2)C2C=CC=CC=2)(C2C=CC=CC=2)C2C=CC=CC=2)=CC=1. The product is [CH3:30][O:31][C:32]1[N:33]=[CH:34][C:35]([C:2]2[CH:3]=[C:4]([C:8]3[CH:9]=[N:10][C:11]4[N:12]([C:14]([C:17]5([C:20]6[CH:21]=[C:22]7[C:27](=[CH:28][CH:29]=6)[N:26]=[CH:25][CH:24]=[CH:23]7)[CH2:19][CH2:18]5)=[N:15][N:16]=4)[N:13]=3)[CH:5]=[CH:6][CH:7]=2)=[CH:36][CH:37]=1. The yield is 0.600.